This data is from Forward reaction prediction with 1.9M reactions from USPTO patents (1976-2016). The task is: Predict the product of the given reaction. (1) The product is: [CH2:28]([N:27]1[C:23]([C@H:18]2[CH2:19][CH2:20][CH2:21][CH2:22][C@@H:17]2[O:16][C:13]2[CH:14]=[CH:15][C:10]([S:7]([NH:6][C:32]3[CH:37]=[CH:36][N:35]=[CH:34][N:33]=3)(=[O:8])=[O:9])=[C:11]([F:31])[C:12]=2[F:30])=[CH:24][CH:25]=[N:26]1)[CH3:29]. Given the reactants COC1C=C(OC)C=CC=1C[N:6]([C:32]1[CH:37]=[CH:36][N:35]=[CH:34][N:33]=1)[S:7]([C:10]1[CH:15]=[CH:14][C:13]([O:16][C@H:17]2[CH2:22][CH2:21][CH2:20][CH2:19][C@@H:18]2[C:23]2[N:27]([CH2:28][CH3:29])[N:26]=[CH:25][CH:24]=2)=[C:12]([F:30])[C:11]=1[F:31])(=[O:9])=[O:8].C([SiH](CC)CC)C.FC(F)(F)C(O)=O, predict the reaction product. (2) Given the reactants [OH-].[K+].[CH2:3]([C:5]1[C:10]([F:11])=[CH:9][C:8]([OH:12])=[C:7]([O:13][CH3:14])[CH:6]=1)[CH3:4].[F:15][C:16]1[CH:17]=[C:18]([CH:21]=[CH:22][C:23]=1F)[C:19]#[N:20], predict the reaction product. The product is: [CH2:3]([C:5]1[C:10]([F:11])=[CH:9][C:8]([O:12][C:23]2[CH:22]=[CH:21][C:18]([C:19]#[N:20])=[CH:17][C:16]=2[F:15])=[C:7]([O:13][CH3:14])[CH:6]=1)[CH3:4]. (3) Given the reactants Cl.[CH3:2][O:3][C:4]1[C:12]2[O:11][C:10]([CH3:14])([CH3:13])[CH2:9][C:8]=2[C:7]([C:15]2[C:16]([CH3:28])([CH3:27])[C:17](=[O:26])[N:18]([CH:20]3[CH2:25][CH2:24][NH:23][CH2:22][CH2:21]3)[N:19]=2)=[CH:6][CH:5]=1.[F:29][C:30]1[CH:35]=[CH:34][CH:33]=[CH:32][C:31]=1[S:36](Cl)(=[O:38])=[O:37], predict the reaction product. The product is: [F:29][C:30]1[CH:35]=[CH:34][CH:33]=[CH:32][C:31]=1[S:36]([N:23]1[CH2:24][CH2:25][CH:20]([N:18]2[C:17](=[O:26])[C:16]([CH3:28])([CH3:27])[C:15]([C:7]3[C:8]4[CH2:9][C:10]([CH3:14])([CH3:13])[O:11][C:12]=4[C:4]([O:3][CH3:2])=[CH:5][CH:6]=3)=[N:19]2)[CH2:21][CH2:22]1)(=[O:38])=[O:37]. (4) The product is: [CH:5]12[CH2:4][CH:3]1[CH2:2][CH:1]([CH2:8][O:9][C:10]1[C:22]([CH:25]3[CH2:30][CH2:29]3)=[CH:21][C:13]([C:14]([O:16][C:17]([CH3:18])([CH3:19])[CH3:20])=[O:15])=[C:12]([F:24])[CH:11]=1)[CH2:6]2. Given the reactants [C:1]12([CH2:8][O:9][C:10]3[C:22](Cl)=[CH:21][C:13]([C:14]([O:16][C:17]([CH3:20])([CH3:19])[CH3:18])=[O:15])=[C:12]([F:24])[CH:11]=3)C[CH:6]1[CH2:5][CH2:4][CH2:3][CH2:2]2.[CH:25]12[CH2:30][CH:29]1CC(COC1C(Cl)=CC(C(OC(C)(C)C)=O)=C(F)C=1)C2, predict the reaction product. (5) The product is: [CH2:1]([O:3][C:4]([C:6]1[CH:7]=[N:8][C:9]2[C:14]([C:15]=1[Cl:20])=[CH:13][CH:12]=[C:11]([CH3:17])[N:10]=2)=[O:5])[CH3:2]. Given the reactants [CH2:1]([O:3][C:4]([C:6]1[C:15](=O)[C:14]2[C:9](=[N:10][C:11]([CH3:17])=[CH:12][CH:13]=2)[NH:8][CH:7]=1)=[O:5])[CH3:2].O=P(Cl)(Cl)[Cl:20], predict the reaction product. (6) Given the reactants [CH3:1][S:2]([O:5][C:6]1[C:14]([O:15][CH3:16])=[CH:13][C:12]([C:17]2[N:18]([C:28]([O:30][C:31]([CH3:34])([CH3:33])[CH3:32])=[O:29])[C:19]3[C:24]([CH:25]=2)=[CH:23][C:22]([CH:26]=O)=[CH:21][CH:20]=3)=[C:11]2[C:7]=1[CH2:8][NH:9][C:10]2=[O:35])(=[O:4])=[O:3].[CH3:36][O:37][CH2:38][CH2:39][NH2:40].C(O)(=O)C.C(O[BH-](OC(=O)C)OC(=O)C)(=O)C.[Na+], predict the reaction product. The product is: [CH3:1][S:2]([O:5][C:6]1[C:14]([O:15][CH3:16])=[CH:13][C:12]([C:17]2[N:18]([C:28]([O:30][C:31]([CH3:33])([CH3:32])[CH3:34])=[O:29])[C:19]3[C:24]([CH:25]=2)=[CH:23][C:22]([CH2:26][NH:40][CH2:39][CH2:38][O:37][CH3:36])=[CH:21][CH:20]=3)=[C:11]2[C:7]=1[CH2:8][NH:9][C:10]2=[O:35])(=[O:3])=[O:4]. (7) The product is: [CH:1]1([C:4]2[C:6]([C:7]([O:9][CH2:10][CH3:11])=[O:8])=[CH:12][N:24]=[C:23]([S:22][CH3:21])[N:25]=2)[CH2:3][CH2:2]1. Given the reactants [CH:1]1([C:4]([C:6](=[CH:12]N(C)C)[C:7]([O:9][CH2:10][CH3:11])=[O:8])=O)[CH2:3][CH2:2]1.S(O)(O)(=O)=O.[CH3:21][S:22][C:23](=[NH:25])[NH2:24].C([O-])(=O)C.[Na+].O, predict the reaction product. (8) Given the reactants ClCC([NH:5][CH:6]([C:11]1[S:12][CH:13]=[CH:14][CH:15]=1)[CH2:7][C:8]([OH:10])=[O:9])=O.[OH-].[Na+], predict the reaction product. The product is: [NH2:5][CH:6]([C:11]1[S:12][CH:13]=[CH:14][CH:15]=1)[CH2:7][C:8]([OH:10])=[O:9].